This data is from Reaction yield outcomes from USPTO patents with 853,638 reactions. The task is: Predict the reaction yield, written as a fraction of the theoretical maximum amount of product (1.0 means a 100% yield; for example, 0.34 means a 34% yield). (1) The reactants are [CH3:1][N:2]([CH3:32])[C:3]([C:5]1[N:26]([CH:27]2[CH2:31][CH2:30][CH2:29][CH2:28]2)[C:8]2[N:9]=[C:10]([NH:13][C:14]3[CH:19]=[CH:18][C:17]([N:20]4[CH2:25][CH2:24][NH:23][CH2:22][CH2:21]4)=[CH:16][N:15]=3)[N:11]=[CH:12][C:7]=2[CH:6]=1)=[O:4].Br[CH2:34][CH:35]([CH3:37])[CH3:36]. No catalyst specified. The product is [CH3:1][N:2]([CH3:32])[C:3]([C:5]1[N:26]([CH:27]2[CH2:31][CH2:30][CH2:29][CH2:28]2)[C:8]2[N:9]=[C:10]([NH:13][C:14]3[CH:19]=[CH:18][C:17]([N:20]4[CH2:21][CH2:22][N:23]([CH2:34][CH:35]([CH3:37])[CH3:36])[CH2:24][CH2:25]4)=[CH:16][N:15]=3)[N:11]=[CH:12][C:7]=2[CH:6]=1)=[O:4]. The yield is 0.410. (2) The reactants are [CH:1]([N:14]1[CH2:17][CH:16]([C:18](O)=[O:19])[CH2:15]1)([C:8]1[CH:13]=[CH:12][CH:11]=[CH:10][CH:9]=1)[C:2]1[CH:7]=[CH:6][CH:5]=[CH:4][CH:3]=1.C(N(CC)CC)C.C(Cl)(=O)OCC. The catalyst is O1CCCC1. The product is [CH:1]([N:14]1[CH2:17][CH:16]([CH2:18][OH:19])[CH2:15]1)([C:8]1[CH:13]=[CH:12][CH:11]=[CH:10][CH:9]=1)[C:2]1[CH:3]=[CH:4][CH:5]=[CH:6][CH:7]=1. The yield is 0.540. (3) The reactants are [CH3:1][C:2]1[CH:7]=[CH:6][C:5]([S:8][C:9]2[CH:14]=[CH:13][C:12]([S:15]([NH:18][C@@H:19]([C:23]([O:25][C:26]([CH3:29])([CH3:28])[CH3:27])=[O:24])[CH:20]([CH3:22])[CH3:21])(=[O:17])=[O:16])=[CH:11][CH:10]=2)=[CH:4][CH:3]=1.C(=O)([O-])[O-].[K+].[K+].Cl.Cl[CH2:38][CH2:39][N:40]1[CH2:45][CH2:44][O:43][CH2:42][CH2:41]1.O. The catalyst is CN(C=O)C. The product is [CH3:1][C:2]1[CH:7]=[CH:6][C:5]([S:8][C:9]2[CH:14]=[CH:13][C:12]([S:15]([N:18]([CH2:38][CH2:39][N:40]3[CH2:45][CH2:44][O:43][CH2:42][CH2:41]3)[C@@H:19]([C:23]([O:25][C:26]([CH3:27])([CH3:29])[CH3:28])=[O:24])[CH:20]([CH3:22])[CH3:21])(=[O:17])=[O:16])=[CH:11][CH:10]=2)=[CH:4][CH:3]=1. The yield is 1.00. (4) The reactants are [C:1]([O:4][C:5]1[CH:6]=[C:7]2[C:12](=[CH:13][C:14]=1[O:15][CH3:16])[N:11]=[C:10]([C:17]1[CH:22]=[CH:21][C:20]([C:23]3[CH:28]=[CH:27][CH:26]=[CH:25][CH:24]=3)=[C:19]([F:29])[CH:18]=1)[NH:9][C:8]2=O)(=[O:3])[CH3:2].CN(C=O)C.O=S(Cl)[Cl:38]. No catalyst specified. The product is [C:1]([O:4][C:5]1[CH:6]=[C:7]2[C:12](=[CH:13][C:14]=1[O:15][CH3:16])[N:11]=[C:10]([C:17]1[CH:22]=[CH:21][C:20]([C:23]3[CH:28]=[CH:27][CH:26]=[CH:25][CH:24]=3)=[C:19]([F:29])[CH:18]=1)[N:9]=[C:8]2[Cl:38])(=[O:3])[CH3:2]. The yield is 1.00. (5) The reactants are [F:1][C:2]([F:21])([F:20])[S:3](N(C1C=CC=CC=1)[S:3]([C:2]([F:21])([F:20])[F:1])(=[O:5])=[O:4])(=[O:5])=[O:4].[Cl:22][C:23]1[C:24]([OH:34])=[C:25]2[C:30](=[CH:31][CH:32]=1)[NH:29][C:28](=[O:33])[CH:27]=[CH:26]2.C(N(CC)CC)C. The catalyst is CC#N. The product is [F:1][C:2]([F:21])([F:20])[S:3]([O:34][C:24]1[C:23]([Cl:22])=[CH:32][CH:31]=[C:30]2[C:25]=1[CH:26]=[CH:27][C:28](=[O:33])[NH:29]2)(=[O:5])=[O:4]. The yield is 0.730. (6) The reactants are [C:1]1([S:7]([CH2:10][C:11]([NH:13][NH2:14])=[O:12])(=[O:9])=[O:8])[CH:6]=[CH:5][CH:4]=[CH:3][CH:2]=1.[C:15](OC(=O)C)(=[O:17])[CH3:16]. The catalyst is C(O)(=O)C.O. The product is [C:1]1([S:7]([CH2:10][C:11]([NH:13][NH:14][C:15](=[O:17])[CH3:16])=[O:12])(=[O:8])=[O:9])[CH:2]=[CH:3][CH:4]=[CH:5][CH:6]=1. The yield is 0.780. (7) The reactants are [CH:1]([N:4]1[C:8]2[CH:9]=[CH:10][CH:11]=[CH:12][C:7]=2[NH:6][C:5]1=[O:13])([CH3:3])[CH3:2].[N+](C1C=C[C:20]([O:23]C(Cl)=O)=CC=1)([O-])=O.CCN(CC)CC.CC1C=CC(S(O)(=O)=O)=CC=1.[NH2:45][CH2:46][CH:47]1[CH2:52][CH2:51][N:50]([CH2:53][C:54]2([C:58]([OH:60])=[O:59])[CH2:57][CH2:56][CH2:55]2)[CH2:49][CH2:48]1. The catalyst is C(Cl)Cl. The product is [CH:1]([N:4]1[C:8]2[CH:9]=[CH:10][CH:11]=[CH:12][C:7]=2[N:6]([C:20]([NH:45][CH2:46][CH:47]2[CH2:52][CH2:51][N:50]([CH2:53][C:54]3([C:58]([OH:60])=[O:59])[CH2:57][CH2:56][CH2:55]3)[CH2:49][CH2:48]2)=[O:23])[C:5]1=[O:13])([CH3:3])[CH3:2]. The yield is 0.660. (8) The yield is 0.560. The reactants are [F:1][C:2]1[CH:3]=[C:4]([CH2:9][C:10]2[N:11]([CH2:18][C:19]3[CH:24]=[CH:23][CH:22]=[CH:21][CH:20]=3)[C:12](=[O:17])[CH2:13][C:14](=[O:16])[N:15]=2)[CH:5]=[CH:6][C:7]=1[F:8].Cl.FC1C=C(C[C:35](=[NH:39])[O:36]CC)C=CC=1F.C(N)C1C=CC=CC=1.C(N(C(C)C)CC)(C)C.C(OCC)(=O)[CH2:58][C:59]([O:61]CC)=[O:60].[O-]CC.[Na+]. The catalyst is COC(O)C.C(O)C.C(OCC)(=O)C. The product is [F:1][C:2]1[CH:3]=[C:4]([CH2:9][C:10]2[N:11]([CH2:18][C:19]3[CH:24]=[CH:23][CH:22]=[CH:21][CH:20]=3)[C:12](=[O:17])[C:13]([C:35]([NH:39][CH2:58][C:59]([OH:61])=[O:60])=[O:36])=[C:14]([OH:16])[N:15]=2)[CH:5]=[CH:6][C:7]=1[F:8].